Dataset: Peptide-MHC class I binding affinity with 185,985 pairs from IEDB/IMGT. Task: Regression. Given a peptide amino acid sequence and an MHC pseudo amino acid sequence, predict their binding affinity value. This is MHC class I binding data. (1) The peptide sequence is EVAQRAYR. The MHC is HLA-A24:02 with pseudo-sequence HLA-A24:02. The binding affinity (normalized) is 0. (2) The peptide sequence is NAGRTTAGL. The MHC is Patr-B0101 with pseudo-sequence Patr-B0101. The binding affinity (normalized) is 0. (3) The peptide sequence is GLLIVKTVL. The MHC is HLA-A02:03 with pseudo-sequence HLA-A02:03. The binding affinity (normalized) is 0.235. (4) The binding affinity (normalized) is 0.565. The peptide sequence is IMYDSGAKY. The MHC is HLA-A02:03 with pseudo-sequence HLA-A02:03. (5) The peptide sequence is IHSDQLSKF. The MHC is HLA-B46:01 with pseudo-sequence HLA-B46:01. The binding affinity (normalized) is 0.0847. (6) The peptide sequence is KSEPEGTRM. The MHC is HLA-B57:01 with pseudo-sequence HLA-B57:01. The binding affinity (normalized) is 0.0847. (7) The peptide sequence is EVIERINLL. The MHC is HLA-A02:01 with pseudo-sequence HLA-A02:01. The binding affinity (normalized) is 0.177.